This data is from Full USPTO retrosynthesis dataset with 1.9M reactions from patents (1976-2016). The task is: Predict the reactants needed to synthesize the given product. (1) The reactants are: [C:1]1([CH:7]2[S:12][CH2:11][CH2:10][CH2:9][S:8]2)[CH:6]=[CH:5][CH:4]=[CH:3][CH:2]=1.C([Li])CCC.[Br:18][C:19]1[CH:20]=[C:21]([CH:24]=[CH:25][C:26]=1[F:27])[CH:22]=[O:23]. Given the product [Br:18][C:19]1[CH:20]=[C:21]([CH:22]([C:7]2([C:1]3[CH:2]=[CH:3][CH:4]=[CH:5][CH:6]=3)[S:8][CH2:9][CH2:10][CH2:11][S:12]2)[OH:23])[CH:24]=[CH:25][C:26]=1[F:27], predict the reactants needed to synthesize it. (2) Given the product [C:1]([C:3]1[CH:8]=[CH:7][C:6]([CH:9]2[C:14]([C:15]([O:17][CH2:18][CH3:19])=[O:16])=[C:13]([CH3:20])[N:12]([C:21]3[CH:26]=[CH:25][CH:24]=[C:23]([C:27]([F:30])([F:29])[F:28])[CH:22]=3)[C:11]([S:31][CH3:35])=[N:10]2)=[C:5]([CH3:32])[CH:4]=1)#[N:2], predict the reactants needed to synthesize it. The reactants are: [C:1]([C:3]1[CH:8]=[CH:7][C:6]([CH:9]2[C:14]([C:15]([O:17][CH2:18][CH3:19])=[O:16])=[C:13]([CH3:20])[N:12]([C:21]3[CH:26]=[CH:25][CH:24]=[C:23]([C:27]([F:30])([F:29])[F:28])[CH:22]=3)[C:11](=[S:31])[NH:10]2)=[C:5]([CH3:32])[CH:4]=1)#[N:2].IC.[C:35](=O)([O-])[O-].[K+].[K+]. (3) Given the product [CH2:1]([C:3]1[C:8]([F:9])=[CH:7][C:6]([O:10][C:21]2[CH:20]=[CH:19][C:16]([C:17]#[N:18])=[CH:15][C:14]=2[F:13])=[C:5]([O:11][CH3:12])[CH:4]=1)[CH3:2], predict the reactants needed to synthesize it. The reactants are: [CH2:1]([C:3]1[C:8]([F:9])=[CH:7][C:6]([OH:10])=[C:5]([O:11][CH3:12])[CH:4]=1)[CH3:2].[F:13][C:14]1[CH:15]=[C:16]([CH:19]=[CH:20][C:21]=1F)[C:17]#[N:18].[OH-].[K+].